From a dataset of Full USPTO retrosynthesis dataset with 1.9M reactions from patents (1976-2016). Predict the reactants needed to synthesize the given product. Given the product [C:1]([O:5][C:6]([N:8]1[CH2:13][CH2:12][N:11]([S:14]([C:17]2[CH:22]=[CH:21][C:20]([CH:23]([C:30](=[O:42])[NH:31][C:32]3[S:33][C:34]4[C:39]([N:40]=3)=[CH:38][CH:37]=[C:36]([N:49]3[CH2:54][CH2:53][O:52][CH2:51][CH2:50]3)[N:35]=4)[CH2:24][CH:25]3[CH2:29][CH2:28][CH2:27][CH2:26]3)=[CH:19][CH:18]=2)(=[O:16])=[O:15])[CH2:10][CH2:9]1)=[O:7])([CH3:4])([CH3:3])[CH3:2], predict the reactants needed to synthesize it. The reactants are: [C:1]([O:5][C:6]([N:8]1[CH2:13][CH2:12][N:11]([S:14]([C:17]2[CH:22]=[CH:21][C:20]([CH:23]([C:30](=[O:42])[NH:31][C:32]3[S:33][C:34]4[C:39]([N:40]=3)=[CH:38][CH:37]=[C:36](Br)[N:35]=4)[CH2:24][CH:25]3[CH2:29][CH2:28][CH2:27][CH2:26]3)=[CH:19][CH:18]=2)(=[O:16])=[O:15])[CH2:10][CH2:9]1)=[O:7])([CH3:4])([CH3:3])[CH3:2].CC(C)([O-])C.[Na+].[NH:49]1[CH2:54][CH2:53][O:52][CH2:51][CH2:50]1.C1(C)C=CC=CC=1.